Predict the reaction yield, written as a fraction of the theoretical maximum amount of product (1.0 means a 100% yield; for example, 0.34 means a 34% yield). From a dataset of Reaction yield outcomes from USPTO patents with 853,638 reactions. (1) The reactants are [Br:1][C:2]1[C:3]([O:9][CH2:10][CH:11]2[CH2:16][CH2:15][CH2:14][CH2:13][CH2:12]2)=[CH:4][C:5](Cl)=[N:6][CH:7]=1.O1CCOCC1.O.[NH2:24][NH2:25]. The catalyst is C(OCC)(=O)C. The product is [Br:1][C:2]1[C:3]([O:9][CH2:10][CH:11]2[CH2:16][CH2:15][CH2:14][CH2:13][CH2:12]2)=[CH:4][C:5]([NH:24][NH2:25])=[N:6][CH:7]=1. The yield is 0.680. (2) The reactants are [Br:1][C:2]1[CH:10]=[C:6]([C:7]([OH:9])=O)[C:5]([NH2:11])=[CH:4][CH:3]=1.C[Li].[Cl-].[NH4+].[C:16](OCC)(=O)C. The catalyst is C1COCC1. The product is [NH2:11][C:5]1[CH:4]=[CH:3][C:2]([Br:1])=[CH:10][C:6]=1[C:7](=[O:9])[CH3:16]. The yield is 0.590. (3) The reactants are [CH3:1][O:2][C:3]1[C:8]2[CH2:9][CH2:10][C:11](=O)[CH2:12][CH2:13][C:7]=2[CH:6]=[CH:5][C:4]=1[N+:15]([O-:17])=[O:16].ClCCCl.[NH:22]1[CH2:27][CH2:26][O:25][CH2:24][CH2:23]1.C(O)(=O)C.C(O[BH-](OC(=O)C)OC(=O)C)(=O)C.[Na+].[OH-].[Na+]. No catalyst specified. The product is [CH3:1][O:2][C:3]1[C:8]2[CH2:9][CH2:10][CH:11]([N:22]3[CH2:27][CH2:26][O:25][CH2:24][CH2:23]3)[CH2:12][CH2:13][C:7]=2[CH:6]=[CH:5][C:4]=1[N+:15]([O-:17])=[O:16]. The yield is 0.780. (4) The reactants are C([N:4]1[C:12]2[C:7](=[CH:8][C:9]([C:13](Cl)=[O:14])=[CH:10][CH:11]=2)[C:6]([C:16]2[CH:21]=[CH:20][C:19]([F:22])=[CH:18][CH:17]=2)=[N:5]1)(=O)C.[NH2:23][CH2:24][C@@H:25]1[CH2:30][CH2:29][CH2:28][CH2:27][C@H:26]1[OH:31]. The catalyst is N1C=CC=CC=1. The product is [OH:31][C@@H:26]1[CH2:27][CH2:28][CH2:29][CH2:30][CH:25]1[CH2:24][NH:23][C:13]([C:9]1[CH:8]=[C:7]2[C:12](=[CH:11][CH:10]=1)[NH:4][N:5]=[C:6]2[C:16]1[CH:21]=[CH:20][C:19]([F:22])=[CH:18][CH:17]=1)=[O:14]. The yield is 0.690. (5) The reactants are [O:1]=[C:2]1[C:10]2([C:14]3=[CH:15][C:16]4[O:20][CH2:19][O:18][C:17]=4[CH:21]=[C:13]3[O:12][CH2:11]2)[C:9]2[C:4](=[CH:5][CH:6]=[CH:7][CH:8]=2)[N:3]1[CH2:22][CH2:23][N:24]1C(=O)C2C(=CC=CC=2)C1=O.NN. The catalyst is CO. The product is [NH2:24][CH2:23][CH2:22][N:3]1[C:4]2[C:9](=[CH:8][CH:7]=[CH:6][CH:5]=2)[C:10]2([C:14]3=[CH:15][C:16]4[O:20][CH2:19][O:18][C:17]=4[CH:21]=[C:13]3[O:12][CH2:11]2)[C:2]1=[O:1]. The yield is 0.560.